This data is from Forward reaction prediction with 1.9M reactions from USPTO patents (1976-2016). The task is: Predict the product of the given reaction. (1) Given the reactants Br[C:2]1[CH:3]=[C:4]2[CH2:10][CH2:9][N:8]([Si](C(C)(C)C)(C)C)[C:5]2=[N:6][CH:7]=1.[C:18]([Li])([CH3:21])(C)C.[CH3:23][CH2:24][CH2:25][CH2:26][CH3:27].C[CH2:29][O:30]CC, predict the reaction product. The product is: [NH:8]1[C:5]2=[N:6][CH:7]=[C:2]([CH:29]([C:25]3[CH:26]=[CH:27][C:18]([CH3:21])=[CH:23][CH:24]=3)[OH:30])[CH:3]=[C:4]2[CH2:10][CH2:9]1. (2) Given the reactants Br[C:2]1[CH:3]=[C:4]2[C:10](I)=[N:9][NH:8][C:5]2=[CH:6][N:7]=1.[N:12]1[CH:17]=[CH:16][CH:15]=[C:14](B(O)O)[CH:13]=1.C(=O)([O-])[O-].[Na+].[Na+].CO[CH2:29][CH2:30]OC, predict the reaction product. The product is: [N:12]1[CH:17]=[CH:16][CH:15]=[C:14]([C:10]2[C:4]3[C:5](=[CH:6][N:7]=[C:2]([C:3]4[CH:2]=[N:7][CH:6]=[CH:29][CH:30]=4)[CH:3]=3)[NH:8][N:9]=2)[CH:13]=1. (3) Given the reactants [F:1][C:2]1[CH:7]=[C:6]([F:8])[CH:5]=[CH:4][C:3]=1[C:9]1[C:10]2[CH:25]=[C:24]([C:26]([O:28][CH2:29][CH3:30])=[O:27])[S:23][C:11]=2[N:12](CC2C=CC(OC)=CC=2)[N:13]=1, predict the reaction product. The product is: [F:1][C:2]1[CH:7]=[C:6]([F:8])[CH:5]=[CH:4][C:3]=1[C:9]1[C:10]2[CH:25]=[C:24]([C:26]([O:28][CH2:29][CH3:30])=[O:27])[S:23][C:11]=2[NH:12][N:13]=1. (4) Given the reactants [C:1]([C:5]1[CH:9]=[C:8]([NH:10][C:11](=[O:13])[O-])[N:7]([C:14]2[CH:15]=[N:16][CH:17]=[CH:18][C:19]=2[CH3:20])[N:6]=1)([CH3:4])([CH3:3])[CH3:2].[CH3:21][O:22][C:23]1[CH:24]=[C:25]2[C:30](=[CH:31][C:32]=1[O:33][CH3:34])[N:29]=[CH:28][N:27]=[C:26]2[O:35][C:36]1[CH:37]=[C:38]([CH:40]=[CH:41][CH:42]=1)[NH2:39], predict the reaction product. The product is: [C:1]([C:5]1[CH:9]=[C:8]([NH:10][C:11]([NH:39][C:38]2[CH:40]=[CH:41][CH:42]=[C:36]([O:35][C:26]3[C:25]4[C:30](=[CH:31][C:32]([O:33][CH3:34])=[C:23]([O:22][CH3:21])[CH:24]=4)[N:29]=[CH:28][N:27]=3)[CH:37]=2)=[O:13])[N:7]([C:14]2[CH:15]=[N:16][CH:17]=[CH:18][C:19]=2[CH3:20])[N:6]=1)([CH3:2])([CH3:3])[CH3:4]. (5) Given the reactants Br[C:2]1[C:10]2[C:5](=[CH:6][CH:7]=[C:8]([C:11]([O:13][CH3:14])=[O:12])[CH:9]=2)[N:4]([CH2:15][C:16]2[CH:21]=[CH:20][C:19]([C:22]3[CH:27]=[CH:26][CH:25]=[CH:24][C:23]=3[C:28]([O:30][C:31]([CH3:34])([CH3:33])[CH3:32])=[O:29])=[CH:18][CH:17]=2)[N:3]=1.[C:35](=O)([O-])[O-].[Cs+].[Cs+].O1CCOCC1, predict the reaction product. The product is: [C:31]([O:30][C:28]([C:23]1[CH:24]=[CH:25][CH:26]=[CH:27][C:22]=1[C:19]1[CH:20]=[CH:21][C:16]([CH2:15][N:4]2[C:5]3[C:10](=[CH:9][C:8]([C:11]([O:13][CH3:14])=[O:12])=[CH:7][CH:6]=3)[C:2]([CH3:35])=[N:3]2)=[CH:17][CH:18]=1)=[O:29])([CH3:34])([CH3:33])[CH3:32]. (6) Given the reactants Cl.Cl.Cl.[O:4]1[C:12]2[CH:11]=[CH:10][N:9]=[C:8]([N:13]3[CH2:18][CH2:17][N:16]([CH2:19][CH2:20][C@H:21]4[CH2:26][CH2:25][C@H:24]([NH2:27])[CH2:23][CH2:22]4)[CH2:15][CH2:14]3)[C:7]=2[CH2:6][CH2:5]1.[O:28]1[C:32]2[CH:33]=[CH:34][CH:35]=[CH:36][C:31]=2[C:30]([CH2:37][C:38](O)=[O:39])=[N:29]1, predict the reaction product. The product is: [O:28]1[C:32]2[CH:33]=[CH:34][CH:35]=[CH:36][C:31]=2[C:30]([CH2:37][C:38]([NH:27][C@H:24]2[CH2:25][CH2:26][C@H:21]([CH2:20][CH2:19][N:16]3[CH2:17][CH2:18][N:13]([C:8]4[C:7]5[CH2:6][CH2:5][O:4][C:12]=5[CH:11]=[CH:10][N:9]=4)[CH2:14][CH2:15]3)[CH2:22][CH2:23]2)=[O:39])=[N:29]1.